From a dataset of Catalyst prediction with 721,799 reactions and 888 catalyst types from USPTO. Predict which catalyst facilitates the given reaction. (1) Reactant: [CH:1]1([CH2:4][O:5][C:6]2[CH:7]=[C:8]([CH:11]=[CH:12][C:13]=2[O:14][CH:15]([F:17])[F:16])[CH:9]=[O:10])[CH2:3][CH2:2]1.C(O)(=[O:20])C.S(=O)(=O)(O)N.[Cl-].[Na+]. Product: [CH:1]1([CH2:4][O:5][C:6]2[CH:7]=[C:8]([CH:11]=[CH:12][C:13]=2[O:14][CH:15]([F:16])[F:17])[C:9]([OH:20])=[O:10])[CH2:3][CH2:2]1. The catalyst class is: 6. (2) Reactant: [NH2:1][C:2]1[N:7]2[N:8]=[C:9]([C:11]([CH3:14])([CH3:13])[CH3:12])[CH:10]=[C:6]2[N:5]=[CH:4][C:3]=1[CH:15]=O.[C:17]1([CH2:23][C:24](OC)=[O:25])[CH:22]=[CH:21][CH:20]=[CH:19][CH:18]=1.CC([O-])(C)C.[Na+].CN(C=O)C. Product: [C:11]([C:9]1[CH:10]=[C:6]2[N:5]=[CH:4][C:3]3[CH:15]=[C:23]([C:17]4[CH:22]=[CH:21][CH:20]=[CH:19][CH:18]=4)[C:24](=[O:25])[NH:1][C:2]=3[N:7]2[N:8]=1)([CH3:12])([CH3:13])[CH3:14]. The catalyst class is: 11. (3) Reactant: [Br:1][C:2]1[CH:3]=[C:4]([CH3:10])[C:5]([F:9])=[C:6]([CH3:8])[CH:7]=1.[Br:11]N1C(=O)CCC1=O. Product: [Br:1][C:2]1[CH:7]=[C:6]([CH3:8])[C:5]([F:9])=[C:4]([CH2:10][Br:11])[CH:3]=1. The catalyst class is: 340. (4) Reactant: [Cl:1][C:2]1[CH:3]=[C:4]([CH:11]([CH3:17])[C:12]([O:14][CH2:15][CH3:16])=[O:13])[CH:5]=[CH:6][C:7]=1[N+:8]([O-:10])=[O:9].[H-].[Na+].CI.[C:22](=O)([O-])O.[Na+]. Product: [Cl:1][C:2]1[CH:3]=[C:4]([C:11]([CH3:22])([CH3:17])[C:12]([O:14][CH2:15][CH3:16])=[O:13])[CH:5]=[CH:6][C:7]=1[N+:8]([O-:10])=[O:9]. The catalyst class is: 384. (5) Reactant: Br.Br.[Cl:3][C:4]1[CH:5]=[C:6]([C:11]2[CH:20]=[CH:19][C:14]3[NH:15][C:16]([NH2:18])=[N:17][C:13]=3[CH:12]=2)[CH:7]=[C:8]([F:10])[CH:9]=1.[OH:21][C@@H:22]1[CH2:26][CH2:25][N:24]([C:27]2[CH:28]=[CH:29][C:30]3[N:31]([CH:34]=[C:35]([C:37](O)=[O:38])[N:36]=3)[C:32]=2[CH3:33])[CH2:23]1.CN(C(ON1N=NC2C=CC=CC1=2)=[N+](C)C)C.F[P-](F)(F)(F)(F)F.CCN(C(C)C)C(C)C. Product: [Cl:3][C:4]1[CH:5]=[C:6]([C:11]2[CH:20]=[CH:19][C:14]3[NH:15][C:16]([NH:18][C:37]([C:35]4[N:36]=[C:30]5[CH:29]=[CH:28][C:27]([N:24]6[CH2:25][CH2:26][C@@H:22]([OH:21])[CH2:23]6)=[C:32]([CH3:33])[N:31]5[CH:34]=4)=[O:38])=[N:17][C:13]=3[CH:12]=2)[CH:7]=[C:8]([F:10])[CH:9]=1. The catalyst class is: 18. (6) Reactant: C1C=CC2N(O)N=NC=2C=1.[CH3:11][O:12][C:13]1[C:18]([C:19]2[CH:24]=[CH:23][C:22]([S:25](=[O:28])(=[O:27])[NH2:26])=[CH:21][CH:20]=2)=[CH:17][C:16]([C:29]2[S:33][C:32]([C:34](O)=[O:35])=[N:31][C:30]=2[CH3:37])=[CH:15][CH:14]=1.Cl.[CH3:39][NH:40][O:41][CH3:42].C(Cl)CCl.C(N(CC)CC)C. Product: [CH3:42][O:41][N:40]([CH3:39])[C:34]([C:32]1[S:33][C:29]([C:16]2[CH:17]=[C:18]([C:19]3[CH:20]=[CH:21][C:22]([S:25](=[O:28])(=[O:27])[NH2:26])=[CH:23][CH:24]=3)[C:13]([O:12][CH3:11])=[CH:14][CH:15]=2)=[C:30]([CH3:37])[N:31]=1)=[O:35]. The catalyst class is: 39. (7) Reactant: [Br:1][C:2]1[C:3]([CH2:9][O:10][C:11]2[CH:16]=[CH:15][C:14]([Cl:17])=[C:13]([Cl:18])[CH:12]=2)=[CH:4][C:5](Cl)=[N:6][CH:7]=1.O.O.[NH2:21][NH2:22]. Product: [Br:1][C:2]1[C:3]([CH2:9][O:10][C:11]2[CH:16]=[CH:15][C:14]([Cl:17])=[C:13]([Cl:18])[CH:12]=2)=[CH:4][C:5]([NH:21][NH2:22])=[N:6][CH:7]=1. The catalyst class is: 12.